Dataset: Rat liver microsome stability data. Task: Regression/Classification. Given a drug SMILES string, predict its absorption, distribution, metabolism, or excretion properties. Task type varies by dataset: regression for continuous measurements (e.g., permeability, clearance, half-life) or binary classification for categorical outcomes (e.g., BBB penetration, CYP inhibition). Dataset: rlm. (1) The molecule is CC(C)(O)CNc1nc(Nc2ccnc(C(F)(F)F)c2)nc(-c2cccc(C(F)(F)F)n2)n1. The result is 0 (unstable in rat liver microsomes). (2) The molecule is CCn1nnc2c(N3CCOCC3)nc(-c3ccc(NC(=O)Nc4ccc(C(=O)NCCCN(C)C)cc4)cc3)nc21. The result is 1 (stable in rat liver microsomes). (3) The compound is NS(=O)(=O)c1ccc(CNc2nc(NCC(F)(F)F)c3nc(-c4ccc(F)cc4)ccc3n2)cc1. The result is 0 (unstable in rat liver microsomes). (4) The compound is CCc1nc(N)nc(N)c1-c1ccc2c(c1)N(CCCCO)C(=O)C(C)(c1cc(F)cc(F)c1)O2. The result is 1 (stable in rat liver microsomes). (5) The molecule is Cc1cnc2c(C(F)(F)F)cccc2c1-c1cccc(Oc2cccc(S(=O)(=O)CCC(C)(C)O)c2)c1. The result is 0 (unstable in rat liver microsomes). (6) The drug is O=C(NC1CC1)c1ccc(CSCc2ccccc2Cl)o1. The result is 1 (stable in rat liver microsomes).